This data is from Forward reaction prediction with 1.9M reactions from USPTO patents (1976-2016). The task is: Predict the product of the given reaction. (1) Given the reactants C1(P(C2C=CC=CC=2)C2C=CC=CC=2)C=CC=CC=1.BrN1C(=O)CCC1=O.[Br:28][C:29]1[CH:30]=[C:31]([CH:39]([CH2:43][CH:44]2[CH2:48][CH2:47][CH2:46][CH2:45]2)[C:40]([OH:42])=O)[CH:32]=[CH:33][C:34]=1[S:35]([CH3:38])(=[O:37])=[O:36].[NH2:49][C:50]1[S:51][CH:52]=[CH:53][N:54]=1, predict the reaction product. The product is: [Br:28][C:29]1[CH:30]=[C:31]([CH:39]([CH2:43][CH:44]2[CH2:48][CH2:47][CH2:46][CH2:45]2)[C:40]([NH:49][C:50]2[S:51][CH:52]=[CH:53][N:54]=2)=[O:42])[CH:32]=[CH:33][C:34]=1[S:35]([CH3:38])(=[O:36])=[O:37]. (2) Given the reactants [F:1][C:2]([F:23])([C:17]1[CH:22]=[CH:21][CH:20]=[CH:19][CH:18]=1)[CH2:3][NH:4][C:5]1[C:6]([F:16])=[C:7]([CH2:12][C:13]([OH:15])=O)[C:8]([Cl:11])=[CH:9][CH:10]=1.F[P-](F)(F)(F)(F)F.N1(O[P+](N(C)C)(N(C)C)N(C)C)C2C=CC=CC=2N=N1.CCN(C(C)C)C(C)C.[NH2:60][CH2:61][C:62]1[C:63]([CH3:77])=[CH:64][C:65]([NH:69][C:70]([O:72][C:73]([CH3:76])([CH3:75])[CH3:74])=[O:71])=[N:66][C:67]=1[CH3:68], predict the reaction product. The product is: [F:23][C:2]([F:1])([C:17]1[CH:22]=[CH:21][CH:20]=[CH:19][CH:18]=1)[CH2:3][NH:4][C:5]1[C:6]([F:16])=[C:7]([CH2:12][C:13]([NH:60][CH2:61][C:62]2[C:67]([CH3:68])=[N:66][C:65]([NH:69][C:70]([O:72][C:73]([CH3:75])([CH3:74])[CH3:76])=[O:71])=[CH:64][C:63]=2[CH3:77])=[O:15])[C:8]([Cl:11])=[CH:9][CH:10]=1. (3) Given the reactants Cl[C:2]1[C:11]2[C:10](=[O:12])[N:9]([CH2:13][C:14]3[CH:19]=[CH:18][C:17]([F:20])=[C:16]([F:21])[CH:15]=3)[CH:8]=[N:7][C:6]=2[CH:5]=[CH:4][N:3]=1.Cl.Cl.[NH2:24][CH2:25][C:26]1[CH:31]=[CH:30][C:29]([C:32]2[CH:33]=[C:34]3[C:40]([NH2:41])=[N:39][NH:38][C:35]3=[N:36][CH:37]=2)=[CH:28][CH:27]=1.CS(C)=O.C(N(CC)CC)C, predict the reaction product. The product is: [NH2:41][C:40]1[C:34]2[C:35](=[N:36][CH:37]=[C:32]([C:29]3[CH:28]=[CH:27][C:26]([CH2:25][NH:24][C:2]4[C:11]5[C:10](=[O:12])[N:9]([CH2:13][C:14]6[CH:19]=[CH:18][C:17]([F:20])=[C:16]([F:21])[CH:15]=6)[CH:8]=[N:7][C:6]=5[CH:5]=[CH:4][N:3]=4)=[CH:31][CH:30]=3)[CH:33]=2)[NH:38][N:39]=1. (4) Given the reactants [Cl:1][C:2]1[CH:7]=[CH:6][C:5]([CH2:8][OH:9])=[CH:4][C:3]=1[NH:10][S:11]([C:14]1[CH:19]=[CH:18][C:17]([O:20][CH3:21])=[C:16]([O:22][CH3:23])[CH:15]=1)(=[O:13])=[O:12], predict the reaction product. The product is: [Cl:1][C:2]1[CH:7]=[CH:6][C:5]([CH:8]=[O:9])=[CH:4][C:3]=1[NH:10][S:11]([C:14]1[CH:19]=[CH:18][C:17]([O:20][CH3:21])=[C:16]([O:22][CH3:23])[CH:15]=1)(=[O:13])=[O:12]. (5) The product is: [CH2:13]([N:8]([CH2:9][CH3:10])[C:28](=[O:29])[CH:30]([N:8]1[CH2:13][CH2:12][N:11]([C:14]2[CH:19]=[CH:18][C:17]([C:20]3[N:24]=[C:23]([CH2:25][CH3:26])[O:22][N:21]=3)=[CH:16][C:15]=2[F:27])[CH2:10][CH2:9]1)[C:16]1[CH:15]=[CH:14][CH:19]=[CH:18][CH:17]=1)[CH3:12]. Given the reactants C(OC([N:8]1[CH2:13][CH2:12][N:11]([C:14]2[CH:19]=[CH:18][C:17]([C:20]3[N:24]=[C:23]([CH2:25][CH3:26])[O:22][N:21]=3)=[CH:16][C:15]=2[F:27])[CH2:10][CH2:9]1)=O)(C)(C)C.[C:28](O)([C:30](F)(F)F)=[O:29], predict the reaction product. (6) Given the reactants [C:1]([C:9]1([OH:53])[CH2:14][CH2:13][CH2:12][CH:11]([NH:15][C:16]([C:18]2[CH:19]=[C:20]3[C:24](=[CH:25][CH:26]=2)[N:23](C(C2C=CC=CC=2)(C2C=CC=CC=2)C2C=CC=CC=2)[N:22]=[C:21]3[C:46]2[CH:51]=[CH:50][N:49]=[C:48]([CH3:52])[CH:47]=2)=[O:17])[CH2:10]1)(=[O:8])[C:2]1[CH:7]=[CH:6][CH:5]=[CH:4][CH:3]=1.[SiH](CC)(CC)CC, predict the reaction product. The product is: [OH:53][C:9]1([CH:1]([OH:8])[C:2]2[CH:3]=[CH:4][CH:5]=[CH:6][CH:7]=2)[CH2:14][CH2:13][CH2:12][CH:11]([NH:15][C:16]([C:18]2[CH:19]=[C:20]3[C:24](=[CH:25][CH:26]=2)[NH:23][N:22]=[C:21]3[C:46]2[CH:51]=[CH:50][N:49]=[C:48]([CH3:52])[CH:47]=2)=[O:17])[CH2:10]1.